Task: Predict the reactants needed to synthesize the given product.. Dataset: Full USPTO retrosynthesis dataset with 1.9M reactions from patents (1976-2016) Given the product [CH2:1]([N:4]1[C:12]2[C:7](=[N:8][C:9]([NH2:14])=[N:10][CH:11]=2)[N:6]([C@@H:15]2[O:27][C@H:26]([CH2:28][O:29][C:30](=[O:32])[CH3:31])[C@@H:21]([O:22][C:23](=[O:25])[CH3:24])[C@H:16]2[O:17][C:18](=[O:20])[CH3:19])[C:5]1=[O:33])[CH:2]=[CH2:3], predict the reactants needed to synthesize it. The reactants are: [CH2:1]([N:4]1[C:12]2[C:7](=[N:8][C:9]([NH2:14])=[N:10][C:11]=2Cl)[N:6]([C@@H:15]2[O:27][C@H:26]([CH2:28][O:29][C:30](=[O:32])[CH3:31])[C@@H:21]([O:22][C:23](=[O:25])[CH3:24])[C@H:16]2[O:17][C:18](=[O:20])[CH3:19])[C:5]1=[O:33])[CH:2]=[CH2:3].